This data is from Peptide-MHC class II binding affinity with 134,281 pairs from IEDB. The task is: Regression. Given a peptide amino acid sequence and an MHC pseudo amino acid sequence, predict their binding affinity value. This is MHC class II binding data. (1) The peptide sequence is STEQNVPDPQVGITT. The MHC is HLA-DPA10201-DPB10501 with pseudo-sequence HLA-DPA10201-DPB10501. The binding affinity (normalized) is 0.114. (2) The MHC is DRB1_0101 with pseudo-sequence DRB1_0101. The peptide sequence is SLILVSQYTPDSTPC. The binding affinity (normalized) is 0.578. (3) The peptide sequence is GTVVMQVKVSKGAPC. The MHC is HLA-DQA10102-DQB10501 with pseudo-sequence HLA-DQA10102-DQB10501. The binding affinity (normalized) is 0.710.